Dataset: Blood-brain barrier permeability classification from the B3DB database. Task: Regression/Classification. Given a drug SMILES string, predict its absorption, distribution, metabolism, or excretion properties. Task type varies by dataset: regression for continuous measurements (e.g., permeability, clearance, half-life) or binary classification for categorical outcomes (e.g., BBB penetration, CYP inhibition). Dataset: b3db_classification. (1) The compound is COc1ccc(N2CCCC2=O)cc1CN[C@H]1CCCN[C@H]1c1ccccc1. The result is 1 (penetrates BBB). (2) The molecule is NC(Cc1cc(I)c(Oc2ccc(O)c(I)c2)c(I)c1)C(=O)O. The result is 0 (does not penetrate BBB). (3) The molecule is C[C@H](NCCc1ccc(O)cc1)[C@@H](O)c1ccc(O)cc1. The result is 1 (penetrates BBB). (4) The molecule is CC(C)CC1Nc2cc(Cl)c(S(N)(=O)=O)cc2S(=O)(=O)N1. The result is 0 (does not penetrate BBB). (5) The molecule is CCCCC1C(=O)N(c2ccccc2)N(c2ccc(O)cc2)C1=O. The result is 0 (does not penetrate BBB). (6) The compound is C[C@@H]1[C@@H](NC(=O)/C(=N/OC(C)(C)C(=O)O)c2csc(N)n2)C(=O)N1S(=O)(=O)O. The result is 0 (does not penetrate BBB). (7) The compound is CCC(=O)OCC(=O)[C@@]1(OC(=O)CC)[C@@H](C)C[C@H]2[C@@H]3CCC4=CC(=O)C=C[C@]4(C)[C@@]3(Cl)[C@@H](O)C[C@]21C. The result is 1 (penetrates BBB). (8) The drug is NCC(CP(=O)(O)O)c1ccc(Cl)cc1. The result is 1 (penetrates BBB). (9) The drug is CC(=O)OCC(=O)C1(O)CCC2C3CCC4=CC(=O)C=CC4(C)C3(F)C(O)CC21C. The result is 1 (penetrates BBB). (10) The drug is CCOC(=O)O[C@]1(C(=O)COC(=O)CC)CC[C@H]2[C@@H]3CCC4=CC(=O)C=C[C@]4(C)[C@H]3[C@@H](O)C[C@@]21C. The result is 1 (penetrates BBB).